Dataset: Forward reaction prediction with 1.9M reactions from USPTO patents (1976-2016). Task: Predict the product of the given reaction. Given the reactants [NH2:1][CH:2]([CH2:16][C:17]1[CH:22]=[CH:21][CH:20]=[C:19]([O:23][C:24]([F:29])([F:28])[CH:25]([F:27])[F:26])[CH:18]=1)[CH:3]([C:5]1[N:6]=[C:7]([C:10]2[CH:15]=[CH:14][CH:13]=[CH:12][CH:11]=2)[S:8][CH:9]=1)[OH:4].[F:30][C:31]1[C:40]2[C:35](=[CH:36][CH:37]=[CH:38][CH:39]=2)[C:34]([C:41](O)=[O:42])=[CH:33][CH:32]=1.O.ON1C2C=CC=CC=2N=N1.Cl.C(N=C=NCCCN(C)C)C, predict the reaction product. The product is: [F:30][C:31]1[C:40]2[C:35](=[CH:36][CH:37]=[CH:38][CH:39]=2)[C:34]([C:41]([NH:1][CH:2]([CH2:16][C:17]2[CH:22]=[CH:21][CH:20]=[C:19]([O:23][C:24]([F:28])([F:29])[CH:25]([F:26])[F:27])[CH:18]=2)[CH:3]([OH:4])[C:5]2[N:6]=[C:7]([C:10]3[CH:15]=[CH:14][CH:13]=[CH:12][CH:11]=3)[S:8][CH:9]=2)=[O:42])=[CH:33][CH:32]=1.